Dataset: Full USPTO retrosynthesis dataset with 1.9M reactions from patents (1976-2016). Task: Predict the reactants needed to synthesize the given product. (1) Given the product [Br:1][C:2]1[CH:3]=[C:4]([CH2:5][OH:6])[CH:9]=[C:10]([O:12][CH2:13][C@H:14]2[CH2:18][CH2:17][CH2:16][O:15]2)[CH:11]=1, predict the reactants needed to synthesize it. The reactants are: [Br:1][C:2]1[CH:3]=[C:4]([CH:9]=[C:10]([O:12][CH2:13][C@H:14]2[CH2:18][CH2:17][CH2:16][O:15]2)[CH:11]=1)[C:5](OC)=[O:6].[H-].[H-].[H-].[H-].[Li+].[Al+3]. (2) Given the product [F:1][C:2]1[CH:3]=[CH:4][C:5]([CH2:6][C:7]2[N:11]([CH2:12][C:13]([O:15][N:37]=[C:38]([C:40]3[N:45]=[CH:44][CH:43]=[CH:42][N:41]=3)[NH2:39])=[O:14])[N:10]=[C:9]([C:16]3[CH:21]=[CH:20][N:19]=[CH:18][CH:17]=3)[CH:8]=2)=[CH:22][CH:23]=1, predict the reactants needed to synthesize it. The reactants are: [F:1][C:2]1[CH:23]=[CH:22][C:5]([CH2:6][C:7]2[N:11]([CH2:12][C:13]([OH:15])=[O:14])[N:10]=[C:9]([C:16]3[CH:21]=[CH:20][N:19]=[CH:18][CH:17]=3)[CH:8]=2)=[CH:4][CH:3]=1.C1N=CN(C(N2C=NC=C2)=O)C=1.O[N:37]=[C:38]([C:40]1[N:45]=[CH:44][CH:43]=[CH:42][N:41]=1)[NH2:39]. (3) Given the product [CH3:42][C:32]1[CH:33]=[CH:34][C:35]([S:38]([OH:41])(=[O:40])=[O:39])=[CH:36][CH:37]=1.[CH2:1]([C:5]1[C:10]([CH2:11][NH2:12])=[C:9]([C:13]2[CH:18]=[CH:17][C:16]([CH3:19])=[CH:15][CH:14]=2)[C:8]([S:20]([C:23]2[CH:28]=[CH:27][C:26]([CH3:29])=[CH:25][CH:24]=2)(=[O:21])=[O:22])=[C:7]([CH3:30])[N:6]=1)[CH:2]([CH3:4])[CH3:3], predict the reactants needed to synthesize it. The reactants are: [CH2:1]([C:5]1[C:10]([CH2:11][NH2:12])=[C:9]([C:13]2[CH:18]=[CH:17][C:16]([CH3:19])=[CH:15][CH:14]=2)[C:8]([S:20]([C:23]2[CH:28]=[CH:27][C:26]([CH3:29])=[CH:25][CH:24]=2)(=[O:22])=[O:21])=[C:7]([CH3:30])[N:6]=1)[CH:2]([CH3:4])[CH3:3].O.[C:32]1([CH3:42])[CH:37]=[CH:36][C:35]([S:38]([OH:41])(=[O:40])=[O:39])=[CH:34][CH:33]=1. (4) Given the product [CH3:17][N:18]1[C:26]2[C:21](=[C:22]([NH:27][C:2]([NH:1][CH2:4][C:5]3[CH:10]=[CH:9][C:8]([N:11]4[CH2:16][CH2:15][CH2:14][CH2:13][CH2:12]4)=[CH:7][CH:6]=3)=[O:3])[CH:23]=[CH:24][CH:25]=2)[CH:20]=[N:19]1, predict the reactants needed to synthesize it. The reactants are: [N:1]([CH2:4][C:5]1[CH:10]=[CH:9][C:8]([N:11]2[CH2:16][CH2:15][CH2:14][CH2:13][CH2:12]2)=[CH:7][CH:6]=1)=[C:2]=[O:3].[CH3:17][N:18]1[C:26]2[CH:25]=[CH:24][CH:23]=[C:22]([NH2:27])[C:21]=2[CH:20]=[N:19]1.N1C2C=CC=C(N)C=2C=N1.